Dataset: Forward reaction prediction with 1.9M reactions from USPTO patents (1976-2016). Task: Predict the product of the given reaction. (1) The product is: [C:37]([O:36][C:34]([NH:33]/[C:32](=[N:31]\[C:24](=[O:25])[O:26][C:27]([CH3:30])([CH3:29])[CH3:28])/[NH:13][CH2:12][CH2:11][C:8]1[C:4]2[C:3](=[CH:2][CH:1]=[C:6]([OH:7])[CH:5]=2)[NH:10][CH:9]=1)=[O:35])([CH3:40])([CH3:39])[CH3:38]. Given the reactants [CH:1]1[C:6]([OH:7])=[CH:5][C:4]2[C:8]([CH2:11][CH2:12][NH2:13])=[CH:9][NH:10][C:3]=2[CH:2]=1.Cl.C(N(CC)C(C)C)(C)C.[C:24]([NH:31][C:32](N1C=CC=N1)=[N:33][C:34]([O:36][C:37]([CH3:40])([CH3:39])[CH3:38])=[O:35])([O:26][C:27]([CH3:30])([CH3:29])[CH3:28])=[O:25], predict the reaction product. (2) The product is: [CH2:1]([O:3][C:4](=[O:37])[CH:5]([C:6]1[C:15]([CH3:16])=[CH:14][C:13]2[C:8](=[CH:9][CH:10]=[CH:11][C:12]=2[O:17][CH3:18])[C:7]=1[C:42]1[CH:43]=[CH:44][C:39]([Cl:38])=[CH:40][CH:41]=1)[O:27][CH2:28][C:29]1[CH:34]=[CH:33][C:32]([O:35][CH3:36])=[CH:31][CH:30]=1)[CH3:2]. Given the reactants [CH2:1]([O:3][C:4](=[O:37])[CH:5]([O:27][CH2:28][C:29]1[CH:34]=[CH:33][C:32]([O:35][CH3:36])=[CH:31][CH:30]=1)[C:6]1[C:15]([CH3:16])=[CH:14][C:13]2[C:8](=[CH:9][CH:10]=[CH:11][C:12]=2[O:17][CH3:18])[C:7]=1OS(C(F)(F)F)(=O)=O)[CH3:2].[Cl:38][C:39]1[CH:44]=[CH:43][C:42](B(O)O)=[CH:41][CH:40]=1.CCO.C([O-])([O-])=O.[K+].[K+], predict the reaction product. (3) Given the reactants O[CH2:2][C:3]1[CH:8]=[CH:7][N:6]([C:9]2[CH:14]=[CH:13][CH:12]=[CH:11][CH:10]=2)[C:5](=[O:15])[CH:4]=1.C(Br)(Br)(Br)[Br:17].C1C=CC(P(C2C=CC=CC=2)C2C=CC=CC=2)=CC=1, predict the reaction product. The product is: [Br:17][CH2:2][C:3]1[CH:8]=[CH:7][N:6]([C:9]2[CH:14]=[CH:13][CH:12]=[CH:11][CH:10]=2)[C:5](=[O:15])[CH:4]=1. (4) Given the reactants [B:10]1([B:10]2[O:14][C:13]([CH3:16])([CH3:15])[C:12]([CH3:18])([CH3:17])[O:11]2)[O:14][C:13]([CH3:16])([CH3:15])[C:12]([CH3:18])([CH3:17])[O:11]1.Br[C:20]1[CH:21]=[C:22]([C:28](=[O:30])[CH3:29])[CH:23]=[CH:24][C:25]=1[S:26][CH3:27].C([O-])(=O)C.[K+].O1CCOCC1, predict the reaction product. The product is: [CH3:27][S:26][C:25]1[CH:24]=[CH:23][C:22]([C:28](=[O:30])[CH3:29])=[CH:21][C:20]=1[B:10]1[O:11][C:12]([CH3:17])([CH3:18])[C:13]([CH3:15])([CH3:16])[O:14]1. (5) Given the reactants [ClH:1].[Br:2][C:3]1[CH:4]=[C:5]2[C:13](=[CH:14][CH:15]=1)[NH:12][C:11]1[CH:10]([NH:16][CH2:17][CH2:18][C:19]3[CH:24]=[CH:23][CH:22]=[CH:21][CH:20]=3)[CH2:9][CH2:8][CH2:7][C:6]2=1.[CH:25](N(C(C)C)CC)(C)C.CI.Cl, predict the reaction product. The product is: [ClH:1].[Br:2][C:3]1[CH:4]=[C:5]2[C:13](=[CH:14][CH:15]=1)[NH:12][C:11]1[CH:10]([N:16]([CH3:25])[CH2:17][CH2:18][C:19]3[CH:24]=[CH:23][CH:22]=[CH:21][CH:20]=3)[CH2:9][CH2:8][CH2:7][C:6]2=1. (6) Given the reactants [F:1][C:2]([F:7])([F:6])[C:3]([OH:5])=[O:4].[CH2:8]([N:10]([CH2:12][C:13]1[S:17][CH:16]=[C:15]([C:18]2[CH:19]=[C:20]3[C:24](=[C:25]([C:27]([NH2:29])=[O:28])[CH:26]=2)[NH:23][CH:22]=[C:21]3[CH:30]2[CH2:35][CH2:34][N:33]([S:36]([CH2:39][CH3:40])(=[O:38])=[O:37])[CH2:32][CH2:31]2)[CH:14]=1)[CH3:11])[CH3:9].CN[CH2:43][CH3:44], predict the reaction product. The product is: [F:1][C:2]([F:7])([F:6])[C:3]([OH:5])=[O:4].[CH2:8]([N:10]([CH2:12][C:13]1[S:17][CH:16]=[C:15]([C:18]2[CH:19]=[C:20]3[C:24](=[C:25]([C:27]([NH2:29])=[O:28])[CH:26]=2)[NH:23][CH:22]=[C:21]3[CH:30]2[CH2:35][CH2:34][N:33]([S:36]([CH2:39][CH3:40])(=[O:37])=[O:38])[CH2:32][CH2:31]2)[CH:14]=1)[CH3:11])[CH2:9][CH2:43][CH3:44]. (7) Given the reactants [NH2:1][C:2]1[C:7]([O:8][CH2:9][C:10]2[CH:15]=[CH:14][CH:13]=[CH:12][CH:11]=2)=[CH:6][CH:5]=[CH:4][N:3]=1.Br[CH:17]([CH2:20][C:21]([CH3:26])([N+:23]([O-:25])=[O:24])[CH3:22])[CH:18]=O, predict the reaction product. The product is: [CH3:22][C:21]([N+:23]([O-:25])=[O:24])([CH3:26])[CH2:20][C:17]1[N:3]2[CH:4]=[CH:5][CH:6]=[C:7]([O:8][CH2:9][C:10]3[CH:11]=[CH:12][CH:13]=[CH:14][CH:15]=3)[C:2]2=[N:1][CH:18]=1.